Predict the product of the given reaction. From a dataset of Forward reaction prediction with 1.9M reactions from USPTO patents (1976-2016). (1) Given the reactants [N+](C1C=CC(C([O:10][C@@H:11]2[CH2:31][N:14]3[C:15](=[O:30])[CH2:16][CH2:17][N:18]([C:20]4[CH:25]=[CH:24][C:23]([C:26]([F:29])([F:28])[F:27])=[CH:22][N:21]=4)[CH2:19][C@@H:13]3[CH2:12]2)=O)=CC=1)([O-])=O.C(=O)([O-])[O-].[K+].[K+].C(OCC)(=O)C.CO, predict the reaction product. The product is: [OH:10][C@@H:11]1[CH2:31][N:14]2[C:15](=[O:30])[CH2:16][CH2:17][N:18]([C:20]3[CH:25]=[CH:24][C:23]([C:26]([F:28])([F:29])[F:27])=[CH:22][N:21]=3)[CH2:19][C@@H:13]2[CH2:12]1. (2) Given the reactants [Cl:1][C:2]1[CH:7]=[C:6]([Cl:8])[CH:5]=[CH:4][C:3]=1[C:9]1[N:10]=[C:11]([CH2:28][CH3:29])[C:12]([NH:17][C@@H:18]2[C:26]3[C:21](=C[CH:23]=[CH:24][CH:25]=3)[CH2:20][C@@H:19]2O)=[N:13][C:14]=1[CH2:15][CH3:16].BrC1[N:32]=C(CC)C(NC2C3C(=NC=CC=3)CC2)=NC=1CC, predict the reaction product. The product is: [Cl:1][C:2]1[CH:7]=[C:6]([Cl:8])[CH:5]=[CH:4][C:3]=1[C:9]1[N:10]=[C:11]([CH2:28][CH3:29])[C:12]([NH:17][CH:18]2[C:26]3[C:25](=[N:32][CH:19]=[CH:20][CH:21]=3)[CH2:24][CH2:23]2)=[N:13][C:14]=1[CH2:15][CH3:16]. (3) Given the reactants SCCO.C(N(CC([O-])=O)CC(O)=O)CN(CC([O-])=O)CC(O)=O.[Na+].[Na+].CCCCCCCCCCCCOS([O-])(=O)=O.[Na+].CCC(COC(C(N(CC[NH+](C)C)C)=O)(C1C=CC=CC=1)C1C=CC=CC=1)CC.[Cl-].[CH3:75][C:76]1[C:82]2[CH:83]=[CH:84][C:85]([O:87][C@@H]3O[C@H](C(O)=O)[C@@H](O)[C@H](O)[C@H]3O)=[CH:86][C:81]=2[O:80][C:78](=[O:79])[CH:77]=1, predict the reaction product. The product is: [CH3:75][C:76]1[C:82]2[CH:83]=[CH:84][C:85]([OH:87])=[CH:86][C:81]=2[O:80][C:78](=[O:79])[CH:77]=1. (4) Given the reactants [H-].[Na+].[Si:3]([O:20][CH2:21][CH2:22][O:23][CH2:24][C@H:25]([OH:30])[C:26]([O:28][CH3:29])=[O:27])([C:16]([CH3:19])([CH3:18])[CH3:17])([C:10]1[CH:15]=[CH:14][CH:13]=[CH:12][CH:11]=1)[C:4]1[CH:9]=[CH:8][CH:7]=[CH:6][CH:5]=1.Cl[C:32]1[N:37]=[CH:36][N:35]=[C:34]2[N:38]([C:41]3[C:46]([Cl:47])=[CH:45][CH:44]=[CH:43][N:42]=3)[N:39]=[CH:40][C:33]=12, predict the reaction product. The product is: [Si:3]([O:20][CH2:21][CH2:22][O:23][CH2:24][C@H:25]([O:30][C:32]1[N:37]=[CH:36][N:35]=[C:34]2[N:38]([C:41]3[C:46]([Cl:47])=[CH:45][CH:44]=[CH:43][N:42]=3)[N:39]=[CH:40][C:33]=12)[C:26]([O:28][CH3:29])=[O:27])([C:16]([CH3:19])([CH3:18])[CH3:17])([C:10]1[CH:15]=[CH:14][CH:13]=[CH:12][CH:11]=1)[C:4]1[CH:5]=[CH:6][CH:7]=[CH:8][CH:9]=1. (5) Given the reactants [O:1]1[CH2:3][CH:2]1[CH2:4][O:5][C:6]1[C:18]2[C:17]3[C:12](=[CH:13][CH:14]=[CH:15][CH:16]=3)[NH:11][C:10]=2[CH:9]=[CH:8][CH:7]=1.[CH3:19][O:20][C:21]1[CH:30]=[CH:29][CH:28]=[CH:27][C:22]=1[O:23][CH2:24][CH2:25][NH2:26].[C:31]([OH:40])(=[O:39])[C:32]1[C:33](=[CH:35][CH:36]=[CH:37][CH:38]=1)[OH:34], predict the reaction product. The product is: [CH3:19][O:20][C:21]1[CH:30]=[CH:29][CH:28]=[CH:27][C:22]=1[O:23][CH2:24][CH2:25][NH:26][CH2:3][CH:2]([OH:1])[CH2:4][O:5][C:6]1[CH:7]=[CH:8][CH:9]=[C:10]2[NH:11][C:12]3[CH:13]=[CH:14][CH:15]=[CH:16][C:17]=3[C:18]=12.[C:31]([O-:40])(=[O:39])[C:32]1[C:33](=[CH:35][CH:36]=[CH:37][CH:38]=1)[OH:34]. (6) Given the reactants Cl.[O:2]=[C:3]1[NH:11][C:6]2=[N:7][CH:8]=[CH:9][CH:10]=[C:5]2[C:4]21[CH2:19][C:18]1[C:13](=[CH:14][CH:15]=[C:16]([NH:20][C:21]3[N:26]=[CH:25][N:24]=[C:23]([C:27]([OH:29])=O)[CH:22]=3)[CH:17]=1)[CH2:12]2.[CH3:30][O:31][C:32]1[CH:40]=[C:39]2[C:35]([CH2:36][CH2:37][NH:38]2)=[CH:34][CH:33]=1.CN(C(ON1N=NC2C=CC=CC1=2)=[N+](C)C)C.[B-](F)(F)(F)F, predict the reaction product. The product is: [CH3:30][O:31][C:32]1[CH:40]=[C:39]2[C:35]([CH2:36][CH2:37][N:38]2[C:27]([C:23]2[N:24]=[CH:25][N:26]=[C:21]([NH:20][C:16]3[CH:17]=[C:18]4[C:13](=[CH:14][CH:15]=3)[CH2:12][C:4]3([C:5]5[C:6](=[N:7][CH:8]=[CH:9][CH:10]=5)[NH:11][C:3]3=[O:2])[CH2:19]4)[CH:22]=2)=[O:29])=[CH:34][CH:33]=1. (7) Given the reactants [CH2:1]([Al](C[CH:11]([CH3:13])[CH3:12])CC(C)C)[CH:2](C)C.[CH2:14]=[CH2:15].[CH2:16](O)[CH3:17].[CH3:19]O, predict the reaction product. The product is: [CH2:1]=[CH2:2].[CH2:14]=[CH:15][CH2:19][CH2:16][CH2:17][CH2:13][CH2:11][CH3:12]. (8) The product is: [C:3]([C:5]1[CH:6]=[C:7]([C:15]2[S:19][C:18]([C:20]3[CH:25]=[CH:24][C:23]([CH2:26][CH2:27][C:28]([OH:30])=[O:29])=[CH:22][C:21]=3[CH3:33])=[N:17][CH:16]=2)[CH:8]=[CH:9][C:10]=1[O:11][CH:12]([CH3:14])[CH3:13])#[N:4]. Given the reactants [Li+].[OH-].[C:3]([C:5]1[CH:6]=[C:7]([C:15]2[S:19][C:18]([C:20]3[CH:25]=[CH:24][C:23]([CH2:26][CH2:27][C:28]([O:30]CC)=[O:29])=[CH:22][C:21]=3[CH3:33])=[N:17][CH:16]=2)[CH:8]=[CH:9][C:10]=1[O:11][CH:12]([CH3:14])[CH3:13])#[N:4].Cl, predict the reaction product. (9) Given the reactants [NH2:1][C:2](=[O:35])[CH2:3][CH2:4][CH2:5][CH2:6][CH2:7][C@H:8]([NH:24]C(=O)OCC1C=CC=CC=1)[C:9]1[NH:10][C:11]([C:14]2[CH:23]=[CH:22][C:21]3[C:16](=[CH:17][CH:18]=[CH:19][CH:20]=3)[CH:15]=2)=[CH:12][N:13]=1, predict the reaction product. The product is: [NH2:24][C@H:8]([C:9]1[NH:10][C:11]([C:14]2[CH:23]=[CH:22][C:21]3[C:16](=[CH:17][CH:18]=[CH:19][CH:20]=3)[CH:15]=2)=[CH:12][N:13]=1)[CH2:7][CH2:6][CH2:5][CH2:4][CH2:3][C:2]([NH2:1])=[O:35].